The task is: Predict the product of the given reaction.. This data is from Forward reaction prediction with 1.9M reactions from USPTO patents (1976-2016). (1) Given the reactants [C:1]([O:5][C:6](=[O:26])[NH:7][C@@H:8]([C:10]1[CH:15]=[CH:14][C:13](B2OC(C)(C)C(C)(C)O2)=[CH:12][C:11]=1[F:25])[CH3:9])([CH3:4])([CH3:3])[CH3:2].Br[C:28]1[CH:37]=[CH:36][CH:35]=[C:34]([Cl:38])[C:29]=1[C:30]([O:32][CH3:33])=[O:31].C1(C)C=CC=CC=1P(C1C=CC=CC=1C)C1C=CC=CC=1C.C(=O)([O-])[O-].[K+].[K+], predict the reaction product. The product is: [CH3:33][O:32][C:30]([C:29]1[C:28]([C:13]2[CH:14]=[CH:15][C:10]([C@H:8]([NH:7][C:6]([O:5][C:1]([CH3:2])([CH3:3])[CH3:4])=[O:26])[CH3:9])=[C:11]([F:25])[CH:12]=2)=[CH:37][CH:36]=[CH:35][C:34]=1[Cl:38])=[O:31]. (2) Given the reactants [C:1]([OH:8])(=[O:7])/[CH:2]=[CH:3]/[C:4]([OH:6])=[O:5].[Cl:9][C:10]1[CH:33]=[CH:32][C:13]([NH:14][C:15]2[C:24]3[C:19](=[CH:20][CH:21]=[CH:22][CH:23]=3)[C:18]([CH2:25][C:26]3[CH:31]=[CH:30][N:29]=[CH:28][CH:27]=3)=[N:17][N:16]=2)=[CH:12][CH:11]=1.CO, predict the reaction product. The product is: [C:1]([OH:8])(=[O:7])/[CH:2]=[CH:3]/[C:4]([OH:6])=[O:5].[Cl:9][C:10]1[CH:11]=[CH:12][C:13]([NH:14][C:15]2[C:24]3[C:19](=[CH:20][CH:21]=[CH:22][CH:23]=3)[C:18]([CH2:25][C:26]3[CH:31]=[CH:30][N:29]=[CH:28][CH:27]=3)=[N:17][N:16]=2)=[CH:32][CH:33]=1.[Cl:9][C:10]1[CH:11]=[CH:12][C:13]([NH:14][C:15]2[C:24]3[C:19](=[CH:20][CH:21]=[CH:22][CH:23]=3)[C:18]([CH2:25][C:26]3[CH:31]=[CH:30][N:29]=[CH:28][CH:27]=3)=[N:17][N:16]=2)=[CH:32][CH:33]=1. (3) Given the reactants [NH:1]([C:3]1[CH:8]=[CH:7][C:6]([C:9]2[CH:14]=[CH:13][C:12]([O:15][CH3:16])=[CH:11][CH:10]=2)=[CH:5][N:4]=1)[NH2:2].[Cl:17][C:18]1[CH:26]=[CH:25][C:21]([C:22](O)=[O:23])=[C:20]([O:27][CH3:28])[CH:19]=1.F[P-](F)(F)(F)(F)F.N1(O[P+](N(C)C)(N(C)C)N(C)C)C2C=CC=CC=2N=N1.CN1CCOCC1, predict the reaction product. The product is: [Cl:17][C:18]1[CH:26]=[CH:25][C:21]([C:22]([NH:2][NH:1][C:3]2[CH:8]=[CH:7][C:6]([C:9]3[CH:14]=[CH:13][C:12]([O:15][CH3:16])=[CH:11][CH:10]=3)=[CH:5][N:4]=2)=[O:23])=[C:20]([O:27][CH3:28])[CH:19]=1. (4) Given the reactants C([O:8][C:9]1[CH:10]=[CH:11][C:12]2[C:13]3[N:14]([CH2:22][CH2:23][N:24]=3)[C:15]([NH2:21])=[N:16][C:17]=2[C:18]=1[O:19][CH3:20])C1C=CC=CC=1.[C:25]([OH:31])([C:27]([F:30])([F:29])[F:28])=[O:26], predict the reaction product. The product is: [F:28][C:27]([F:30])([F:29])[C:25]([OH:31])=[O:26].[F:28][C:27]([F:30])([F:29])[C:25]([OH:31])=[O:26].[NH2:21][C:15]1[N:14]2[CH2:22][CH2:23][N:24]=[C:13]2[C:12]2[CH:11]=[CH:10][C:9]([OH:8])=[C:18]([O:19][CH3:20])[C:17]=2[N:16]=1.